This data is from Full USPTO retrosynthesis dataset with 1.9M reactions from patents (1976-2016). The task is: Predict the reactants needed to synthesize the given product. (1) Given the product [CH2:1]([O:8][C:9]1[CH:21]=[C:20]2[C:12]([C:13]3[CH:14]=[CH:15][C:16]([NH:22][CH3:23])=[CH:17][C:18]=3[NH:19]2)=[CH:11][CH:10]=1)[C:2]1[CH:3]=[CH:4][CH:5]=[CH:6][CH:7]=1, predict the reactants needed to synthesize it. The reactants are: [CH2:1]([O:8][C:9]1[CH:21]=[C:20]2[C:12]([C:13]3[CH:14]=[CH:15][C:16]([NH2:22])=[CH:17][C:18]=3[NH:19]2)=[CH:11][CH:10]=1)[C:2]1[CH:7]=[CH:6][CH:5]=[CH:4][CH:3]=1.[CH2:23]=O.C[O-].[Na+].[BH4-].[Na+]. (2) Given the product [F:1][C:2]1[CH:3]=[C:4]([CH:5]=[CH:6][C:7]=1[O:8][C:9]1[CH:14]=[N:13][C:12]([C:15]([F:17])([F:18])[F:16])=[N:11][CH:10]=1)[CH2:19][O:20][C:22]1[CH:33]=[C:26]2[N:27]([CH3:32])[C@@H:28]([CH3:31])[CH2:29][CH2:30][N:25]2[C:24](=[O:34])[N:23]=1, predict the reactants needed to synthesize it. The reactants are: [F:1][C:2]1[CH:3]=[C:4]([CH2:19][OH:20])[CH:5]=[CH:6][C:7]=1[O:8][C:9]1[CH:10]=[N:11][C:12]([C:15]([F:18])([F:17])[F:16])=[N:13][CH:14]=1.Cl[C:22]1[CH:33]=[C:26]2[N:27]([CH3:32])[C@@H:28]([CH3:31])[CH2:29][CH2:30][N:25]2[C:24](=[O:34])[N:23]=1.